The task is: Predict which catalyst facilitates the given reaction.. This data is from Catalyst prediction with 721,799 reactions and 888 catalyst types from USPTO. (1) Reactant: II.O[PH2]=O.[F:6][C:7]1[C:16]([C:17]([C:20]2[N:24]3[N:25]=[C:26]([C:29]4[CH:30]=[N:31][N:32]([CH3:34])[CH:33]=4)[CH:27]=[CH:28][C:23]3=[N:22][CH:21]=2)(O)[CH3:18])=[C:15]([F:35])[CH:14]=[C:13]2[C:8]=1[CH:9]=[CH:10][CH:11]=[N:12]2.[OH-].[Na+]. Product: [F:6][C:7]1[C:16]([CH:17]([C:20]2[N:24]3[N:25]=[C:26]([C:29]4[CH:30]=[N:31][N:32]([CH3:34])[CH:33]=4)[CH:27]=[CH:28][C:23]3=[N:22][CH:21]=2)[CH3:18])=[C:15]([F:35])[CH:14]=[C:13]2[C:8]=1[CH:9]=[CH:10][CH:11]=[N:12]2. The catalyst class is: 15. (2) Reactant: [CH:1]1([C:6]2[CH:33]=[CH:32][C:9]([CH2:10][O:11][C:12]3[CH:20]=[CH:19][C:18]4[N:17]5[CH2:21][CH2:22][CH:23]([CH2:24][C:25]([O:27]C(C)(C)C)=[O:26])[C:16]5=[CH:15][C:14]=4[CH:13]=3)=[CH:8][C:7]=2[C:34]([F:37])([F:36])[F:35])[CH2:5][CH2:4][CH2:3][CH2:2]1.NC(CS)C(O)=O. Product: [CH:1]1([C:6]2[CH:33]=[CH:32][C:9]([CH2:10][O:11][C:12]3[CH:20]=[CH:19][C:18]4[N:17]5[CH2:21][CH2:22][CH:23]([CH2:24][C:25]([OH:27])=[O:26])[C:16]5=[CH:15][C:14]=4[CH:13]=3)=[CH:8][C:7]=2[C:34]([F:37])([F:35])[F:36])[CH2:5][CH2:4][CH2:3][CH2:2]1. The catalyst class is: 67. (3) Reactant: [OH-].[Li+].[CH3:3][O:4][C:5]1[CH:6]=[C:7]([CH:10]=[CH:11][C:12]=1[N:13]1[CH:17]=[C:16]([CH3:18])[N:15]=[CH:14]1)[CH:8]=O.[Cl:19][C:20]1[CH:25]=[CH:24][C:23]([C@H:26]2[N:34]3[C@@H:29]([CH2:30][CH2:31][CH:32](P(=O)(OCC)OCC)[C:33]3=[O:35])[CH2:28][CH2:27]2)=[CH:22][CH:21]=1.C(O)C. Product: [Cl:19][C:20]1[CH:21]=[CH:22][C:23]([C@H:26]2[N:34]3[C@@H:29]([CH2:30][CH2:31]/[C:32](=[CH:8]\[C:7]4[CH:10]=[CH:11][C:12]([N:13]5[CH:17]=[C:16]([CH3:18])[N:15]=[CH:14]5)=[C:5]([O:4][CH3:3])[CH:6]=4)/[C:33]3=[O:35])[CH2:28][CH2:27]2)=[CH:24][CH:25]=1. The catalyst class is: 7. (4) Reactant: [Br:1][C:2]1[CH:3]=[C:4]2[C:9](=[CH:10][CH:11]=1)[N:8]=[CH:7][C:6]([N+:12]([O-:14])=[O:13])=[C:5]2Cl.[Li+].C[Si]([N-][Si](C)(C)C)(C)C.[CH3:26][C:27]([C:31]1[CH:36]=[CH:35][C:34]([CH2:37][S:38][C:39]2[CH:44]=[CH:43][CH:42]=[CH:41][CH:40]=2)=[CH:33][CH:32]=1)([CH3:30])[C:28]#[N:29]. Product: [Br:1][C:2]1[CH:3]=[C:4]2[C:9](=[CH:10][CH:11]=1)[N:8]=[CH:7][C:6]([N+:12]([O-:14])=[O:13])=[C:5]2[CH:37]([S:38][C:39]1[CH:40]=[CH:41][CH:42]=[CH:43][CH:44]=1)[C:34]1[CH:33]=[CH:32][C:31]([C:27]([CH3:30])([CH3:26])[C:28]#[N:29])=[CH:36][CH:35]=1. The catalyst class is: 1.